The task is: Token-level Classification. Given an antibody amino acid sequence, predict which amino acid positions are active in antigen binding. Output is a list of indices for active paratope positions.. This data is from Antibody paratope prediction from SAbDab with 1,023 antibody chains. Given the antibody sequence: ALVMTQTPSSVSAAVGGTVTINCQASEDIQRNLAWYQQKPGQRPKFLIYGVSNLESGVPSRFKGSGSGTEYTLTISDLECDDAATYYCQSALYTSATDICAFGGGTEVVVK, which amino acid positions are active in antigen binding (paratope)? The paratope positions are: [95, 96, 97, 98].